From a dataset of Reaction yield outcomes from USPTO patents with 853,638 reactions. Predict the reaction yield, written as a fraction of the theoretical maximum amount of product (1.0 means a 100% yield; for example, 0.34 means a 34% yield). (1) The reactants are [F:1][C:2]([F:25])([F:24])[C:3]1([C:6]2[CH:7]=[C:8]([CH:21]=[CH:22][CH:23]=2)[CH2:9][N:10]2C(=O)C3C(=CC=CC=3)C2=O)[NH:5][NH:4]1.O.NN.FC(F)(F)C1(C2C=C(CN)C=CC=2)N=N1. The catalyst is C(O)C. The product is [F:25][C:2]([F:1])([F:24])[C:3]1([C:6]2[CH:7]=[C:8]([CH2:9][NH2:10])[CH:21]=[CH:22][CH:23]=2)[NH:4][NH:5]1. The yield is 0.540. (2) The reactants are [CH:1]([C:3]1[C:11]2[C:6](=[CH:7][C:8]([Cl:13])=[C:9]([Cl:12])[CH:10]=2)[N:5]([C@@H:14]2[O:28][C@H:27]([CH2:29][O:30]C(C3C=CC(C)=CC=3)=O)[C@@H:16]([O:17]C(C3C=CC(C)=CC=3)=O)[CH2:15]2)[C:4]=1Cl)=[O:2].[CH3:41][O-:42].[Na+].CO.C(Cl)(Cl)Cl. The catalyst is CO. The product is [Cl:12][C:9]1[CH:10]=[C:11]2[C:6](=[CH:7][C:8]=1[Cl:13])[N:5]([C@@H:14]1[O:28][C@H:27]([CH2:16][OH:17])[C@@H:29]([OH:30])[CH2:15]1)[C:4]([O:42][CH3:41])=[C:3]2[CH:1]=[O:2]. The yield is 0.680. (3) The reactants are [CH2:1]([S:8][C:9]1[CH:10]=[C:11]([NH2:26])[C:12]([NH:15][C:16]2[CH:21]=[C:20]([F:22])[C:19]([Br:23])=[CH:18][C:17]=2[O:24][CH3:25])=[CH:13][CH:14]=1)[C:2]1[CH:7]=[CH:6][CH:5]=[CH:4][CH:3]=1.C(=O)([O-])[O-].[K+].[K+].Br[CH2:34][C:35](OCC)=[O:36].FC(F)(F)C(O)=O. The catalyst is O.C(Cl)Cl.[O-2].[O-2].[Mn+4].ClCCCl.CN(C=O)C. The product is [CH2:1]([S:8][C:9]1[CH:10]=[C:11]2[C:12](=[CH:13][CH:14]=1)[N:15]([C:16]1[CH:21]=[C:20]([F:22])[C:19]([Br:23])=[CH:18][C:17]=1[O:24][CH3:25])[C:35](=[O:36])[CH:34]=[N:26]2)[C:2]1[CH:7]=[CH:6][CH:5]=[CH:4][CH:3]=1. The yield is 0.446. (4) The reactants are [NH:1]1[CH2:6][CH2:5][CH2:4][CH2:3][CH2:2]1.[CH2:7]=O.O.[OH:10][CH2:11][CH2:12][O:13][NH:14][C:15]([C:17]1[C:18]([NH:27][C:28]2[CH:33]=[CH:32][C:31]([Br:34])=[CH:30][C:29]=2[Cl:35])=[C:19]([Cl:26])[C:20]2[N:21]([CH:23]=[CH:24][N:25]=2)[CH:22]=1)=[O:16]. The catalyst is CC#N.CCOC(C)=O.[O-]S(C(F)(F)F)(=O)=O.[Sc+3].[O-]S(C(F)(F)F)(=O)=O.[O-]S(C(F)(F)F)(=O)=O. The product is [OH:10][CH2:11][CH2:12][O:13][NH:14][C:15]([C:17]1[C:18]([NH:27][C:28]2[CH:33]=[CH:32][C:31]([Br:34])=[CH:30][C:29]=2[Cl:35])=[C:19]([Cl:26])[C:20]2[N:21]([C:23]([CH2:7][N:1]3[CH2:6][CH2:5][CH2:4][CH2:3][CH2:2]3)=[CH:24][N:25]=2)[CH:22]=1)=[O:16]. The yield is 0.500. (5) The reactants are [CH2:1]([N:3]1[CH2:8][CH2:7][CH2:6][CH2:5][CH:4]1[C:9]1[CH:14]=[CH:13][C:12]([C:15]2[CH:37]=[N:36][C:18]3[N:19](COCC[Si](C)(C)C)[C:20]4[CH:25]=[N:24][C:23]([C:26]#[N:27])=[CH:22][C:21]=4[C:17]=3[CH:16]=2)=[CH:11][CH:10]=1)[CH3:2].CCCC[N+](CCCC)(CCCC)CCCC.[F-]. No catalyst specified. The product is [CH2:1]([N:3]1[CH2:8][CH2:7][CH2:6][CH2:5][CH:4]1[C:9]1[CH:14]=[CH:13][C:12]([C:15]2[CH:37]=[N:36][C:18]3[NH:19][C:20]4[CH:25]=[N:24][C:23]([C:26]#[N:27])=[CH:22][C:21]=4[C:17]=3[CH:16]=2)=[CH:11][CH:10]=1)[CH3:2]. The yield is 0.200. (6) The reactants are [CH3:1][O:2][C:3](=[O:21])[C:4]1[CH:9]=[C:8]([C:10]#[C:11][Si](C)(C)C)[C:7]([C:16]([F:19])([F:18])[F:17])=[CH:6][C:5]=1[NH2:20].CCCC[N+](CCCC)(CCCC)CCCC.[F-]. The catalyst is C1COCC1. The product is [CH3:1][O:2][C:3](=[O:21])[C:4]1[CH:9]=[C:8]([C:10]#[CH:11])[C:7]([C:16]([F:18])([F:17])[F:19])=[CH:6][C:5]=1[NH2:20]. The yield is 0.550. (7) The reactants are [CH3:1][N:2]([CH3:31])[C:3]1[CH:4]=[C:5]2[C:10](=[CH:11][CH:12]=1)[CH:9]=[C:8]1[CH2:13][CH2:14][C:15](=[O:16])[C:7]1=[C:6]2[C:17]1[CH:30]=[CH:29][C:20]([CH2:21][N:22]2[C:26](=[O:27])[CH:25]=[CH:24][C:23]2=[O:28])=[CH:19][CH:18]=1.[CH2:32]([O:34][C:35](=[O:47])[C@H:36]([CH2:45][SH:46])[NH:37][C:38]([O:40][C:41]([CH3:44])([CH3:43])[CH3:42])=[O:39])[CH3:33]. The catalyst is C(Cl)Cl.CO. The product is [C:41]([O:40][C:38]([NH:37][CH:36]([CH2:45][S:46][CH:25]1[CH2:24][C:23](=[O:28])[N:22]([CH2:21][C:20]2[CH:29]=[CH:30][C:17]([C:6]3[C:5]4[C:10](=[CH:11][CH:12]=[C:3]([N:2]([CH3:31])[CH3:1])[CH:4]=4)[CH:9]=[C:8]4[CH2:13][CH2:14][C:15](=[O:16])[C:7]=34)=[CH:18][CH:19]=2)[C:26]1=[O:27])[C:35]([O:34][CH2:32][CH3:33])=[O:47])=[O:39])([CH3:43])([CH3:44])[CH3:42]. The yield is 0.600.